From a dataset of Reaction yield outcomes from USPTO patents with 853,638 reactions. Predict the reaction yield, written as a fraction of the theoretical maximum amount of product (1.0 means a 100% yield; for example, 0.34 means a 34% yield). (1) The product is [F:1][C:2]1[CH:7]=[CH:6][C:5]([CH:8]([OH:10])[CH3:9])=[C:4]([CH3:11])[CH:3]=1. The yield is 0.950. The catalyst is C(O)C. The reactants are [F:1][C:2]1[CH:7]=[CH:6][C:5]([C:8](=[O:10])[CH3:9])=[C:4]([CH3:11])[CH:3]=1.[BH4-].[Na+]. (2) The reactants are C(OC(=O)[N:7]([CH2:16][C:17]1[CH:22]=[CH:21][C:20]([O:23][C:24]2[CH:29]=[CH:28][C:27]([C:30](=[O:34])[NH:31][CH2:32]C)=[CH:26][N:25]=2)=[CH:19][CH:18]=1)[CH2:8][CH2:9][C:10]1[CH:15]=[CH:14][CH:13]=[CH:12][CH:11]=1)(C)(C)C.C(O)(C(F)(F)F)=O. The catalyst is C(Cl)Cl. The product is [CH3:32][NH:31][C:30](=[O:34])[C:27]1[CH:28]=[CH:29][C:24]([O:23][C:20]2[CH:21]=[CH:22][C:17]([CH2:16][NH:7][CH2:8][CH2:9][C:10]3[CH:15]=[CH:14][CH:13]=[CH:12][CH:11]=3)=[CH:18][CH:19]=2)=[N:25][CH:26]=1. The yield is 0.950. (3) The reactants are [O:1]=[C:2]1[NH:7][C:6]2[CH:8]=[C:9]([CH2:12][N:13]3[CH2:18][CH2:17][N:16]([C:19]4[CH:27]=[CH:26][C:22]([C:23](O)=[O:24])=[CH:21][CH:20]=4)[CH2:15][CH2:14]3)[CH:10]=[N:11][C:5]=2[N:4]2[CH2:28][CH2:29][CH2:30][C@@H:3]12.[CH3:31][CH2:32][N:33](C(C)C)C(C)C.C(N)C.CN(C(ON1N=NC2C=CC=NC1=2)=[N+](C)C)C.F[P-](F)(F)(F)(F)F. The catalyst is CN(C=O)C. The product is [CH2:32]([NH:33][C:23](=[O:24])[C:22]1[CH:26]=[CH:27][C:19]([N:16]2[CH2:15][CH2:14][N:13]([CH2:12][C:9]3[CH:10]=[N:11][C:5]4[N:4]5[CH2:28][CH2:29][CH2:30][C@H:3]5[C:2](=[O:1])[NH:7][C:6]=4[CH:8]=3)[CH2:18][CH2:17]2)=[CH:20][CH:21]=1)[CH3:31]. The yield is 0.300.